Predict the product of the given reaction. From a dataset of Forward reaction prediction with 1.9M reactions from USPTO patents (1976-2016). (1) Given the reactants [O:1]1[C@H:7]2[C@@H:2]1[CH2:3][C@H:4]([C:8]([O:10][CH2:11][C:12]1[CH:17]=[CH:16][CH:15]=[CH:14][CH:13]=1)=[O:9])[CH2:5][CH2:6]2.[Cl-].[NH4+].[N-:20]=[N+:21]=[N-:22].[Na+], predict the reaction product. The product is: [N:20]([C@H:7]1[CH2:6][CH2:5][C@@H:4]([C:8]([O:10][CH2:11][C:12]2[CH:17]=[CH:16][CH:15]=[CH:14][CH:13]=2)=[O:9])[CH2:3][C@@H:2]1[OH:1])=[N+:21]=[N-:22]. (2) Given the reactants [CH:1]1([C:4]2[C:9]3[S:10][C:11](CC4C(C)=NNC=4C)=[C:12](C(N4C[C@H](O)CO4)=O)[C:8]=3[C:7](=[O:29])[N:6]([CH3:30])[N:5]=2)[CH2:3][CH2:2]1.[CH2:31](N(CC)CC)C.C(O)(=O)C(O)=O.C(NN)C, predict the reaction product. The product is: [CH:1]1([C:4]2[C:9]3[S:10][CH:11]=[CH:12][C:8]=3[C:7](=[O:29])[N:6]([CH2:30][CH3:31])[N:5]=2)[CH2:2][CH2:3]1. (3) Given the reactants [CH2:1]([O:8][C@@H:9]1[C@H:13]([O:14][CH2:15][C:16]2[CH:21]=[CH:20][CH:19]=[CH:18][CH:17]=2)[C@@H:12]([CH2:22][O:23][CH2:24][C:25]2[CH:30]=[CH:29][CH:28]=[CH:27][CH:26]=2)[O:11][C:10]1([C:32]1[N:40]2[C:35]([C:36]([S:41][CH3:42])=[N:37][CH:38]=[N:39]2)=[N:34][CH:33]=1)O)[C:2]1[CH:7]=[CH:6][CH:5]=[CH:4][CH:3]=1.C([SiH](CC)CC)C, predict the reaction product. The product is: [CH2:1]([O:8][C@@H:9]1[C@H:13]([O:14][CH2:15][C:16]2[CH:17]=[CH:18][CH:19]=[CH:20][CH:21]=2)[C@@H:12]([CH2:22][O:23][CH2:24][C:25]2[CH:30]=[CH:29][CH:28]=[CH:27][CH:26]=2)[O:11][C@H:10]1[C:32]1[N:40]2[C:35]([C:36]([S:41][CH3:42])=[N:37][CH:38]=[N:39]2)=[N:34][CH:33]=1)[C:2]1[CH:7]=[CH:6][CH:5]=[CH:4][CH:3]=1. (4) Given the reactants [C:1]([C:5]1[CH:31]=[C:8]2[N:9]=[C:10]([CH3:30])[C:11]([CH:22]([CH2:27][CH2:28][CH3:29])[C:23]([O:25]C)=[O:24])=[C:12]([C:13]3[CH:14]=[CH:15][C:16]4[O:20][CH2:19][CH2:18][C:17]=4[CH:21]=3)[N:7]2[N:6]=1)([CH3:4])([CH3:3])[CH3:2].[OH-].[Na+], predict the reaction product. The product is: [C:1]([C:5]1[CH:31]=[C:8]2[N:9]=[C:10]([CH3:30])[C:11]([CH:22]([CH2:27][CH2:28][CH3:29])[C:23]([OH:25])=[O:24])=[C:12]([C:13]3[CH:14]=[CH:15][C:16]4[O:20][CH2:19][CH2:18][C:17]=4[CH:21]=3)[N:7]2[N:6]=1)([CH3:3])([CH3:4])[CH3:2]. (5) Given the reactants [OH:1][CH:2]1[CH2:5][N:4]([C:6]2[CH:11]=[CH:10][C:9]([C@@H:12]([NH:14][C:15](=[O:17])[CH3:16])[CH3:13])=[CH:8][CH:7]=2)[CH2:3]1.CS(Cl)(=O)=O.[F:23][C:24]1[C:29]([F:30])=[C:28]([CH3:31])[CH:27]=[CH:26][C:25]=1O.C([O-])([O-])=O.[Cs+].[Cs+], predict the reaction product. The product is: [F:23][C:24]1[C:29]([F:30])=[C:28]([CH3:31])[CH:27]=[CH:26][C:25]=1[O:1][CH:2]1[CH2:3][N:4]([C:6]2[CH:7]=[CH:8][C:9]([C@@H:12]([NH:14][C:15](=[O:17])[CH3:16])[CH3:13])=[CH:10][CH:11]=2)[CH2:5]1. (6) Given the reactants Br[C:2]1[C:11]2[O:10][C:9]([CH3:13])([CH3:12])[CH2:8][N:7]([S:14]([C:17]3[CH:22]=[CH:21][CH:20]=[CH:19][C:18]=3[F:23])(=[O:16])=[O:15])[C:6]=2[CH:5]=[CH:4][CH:3]=1.[C:24]([N:31]1[CH2:36][CH2:35][NH:34][CH2:33][CH2:32]1)([O:26][C:27]([CH3:30])([CH3:29])[CH3:28])=[O:25].CC([O-])(C)C.[Na+].C(OCC)(=O)C, predict the reaction product. The product is: [C:27]([O:26][C:24]([N:31]1[CH2:36][CH2:35][N:34]([C:2]2[C:11]3[O:10][C:9]([CH3:13])([CH3:12])[CH2:8][N:7]([S:14]([C:17]4[CH:22]=[CH:21][CH:20]=[CH:19][C:18]=4[F:23])(=[O:16])=[O:15])[C:6]=3[CH:5]=[CH:4][CH:3]=2)[CH2:33][CH2:32]1)=[O:25])([CH3:30])([CH3:28])[CH3:29].